Dataset: Forward reaction prediction with 1.9M reactions from USPTO patents (1976-2016). Task: Predict the product of the given reaction. (1) Given the reactants [F:1][C:2]1[CH:3]=[C:4]([CH:14]=[CH:15][CH:16]=1)[CH2:5][O:6][C:7]1[CH:12]=[CH:11][C:10]([NH2:13])=[CH:9][CH:8]=1.[CH3:17][O:18][C:19](=[O:25])[CH:20]([CH3:24])[C:21](O)=[O:22], predict the reaction product. The product is: [CH3:17][O:18][C:19](=[O:25])[CH:20]([CH3:24])[C:21]([NH:13][C:10]1[CH:11]=[CH:12][C:7]([O:6][CH2:5][C:4]2[CH:14]=[CH:15][CH:16]=[C:2]([F:1])[CH:3]=2)=[CH:8][CH:9]=1)=[O:22]. (2) The product is: [C:36]([O:35][C:33]([N:23]([CH2:24][C:25]1[C:26]([Cl:32])=[CH:27][CH:28]=[CH:29][C:30]=1[Cl:31])[C:4]1[C:5]([N:8]([C:9]([O:11][C:12]([CH3:13])([CH3:14])[CH3:15])=[O:10])[C:16]([O:18][C:19]([CH3:20])([CH3:21])[CH3:22])=[O:17])=[N:6][CH:7]=[C:2]([C:48]2[CH:53]=[CH:52][CH:51]=[C:50]([CH2:54][CH2:55][OH:56])[CH:49]=2)[N:3]=1)=[O:34])([CH3:37])([CH3:38])[CH3:39]. Given the reactants Br[C:2]1[N:3]=[C:4]([N:23]([C:33]([O:35][C:36]([CH3:39])([CH3:38])[CH3:37])=[O:34])[CH2:24][C:25]2[C:30]([Cl:31])=[CH:29][CH:28]=[CH:27][C:26]=2[Cl:32])[C:5]([N:8]([C:16]([O:18][C:19]([CH3:22])([CH3:21])[CH3:20])=[O:17])[C:9]([O:11][C:12]([CH3:15])([CH3:14])[CH3:13])=[O:10])=[N:6][CH:7]=1.CC1(C)C(C)(C)OB([C:48]2[CH:49]=[C:50]([CH2:54][CH2:55][OH:56])[CH:51]=[CH:52][CH:53]=2)O1.C([O-])([O-])=O.[Na+].[Na+], predict the reaction product.